Dataset: Forward reaction prediction with 1.9M reactions from USPTO patents (1976-2016). Task: Predict the product of the given reaction. (1) Given the reactants [NH2:1][C:2]1[CH:3]=[N:4][CH:5]=[CH:6][C:7]=1[C@@H:8]1[CH2:13][C@H:12]([CH3:14])[CH2:11][C@H:10]([NH:15][C:16](=[O:22])[O:17][C:18]([CH3:21])([CH3:20])[CH3:19])[CH2:9]1.[F:23][C:24]1[CH:25]=[C:26]2[C:31](=[C:32]([F:44])[C:33]=1[C:34]1[N:39]=[C:38]([C:40](O)=[O:41])[CH:37]=[CH:36][C:35]=1[F:43])[O:30][CH2:29][CH2:28][C:27]2([OH:46])[CH3:45], predict the reaction product. The product is: [F:23][C:24]1[CH:25]=[C:26]2[C:31](=[C:32]([F:44])[C:33]=1[C:34]1[N:39]=[C:38]([C:40]([NH:1][C:2]3[CH:3]=[N:4][CH:5]=[CH:6][C:7]=3[C@@H:8]3[CH2:13][C@H:12]([CH3:14])[CH2:11][C@H:10]([NH:15][C:16](=[O:22])[O:17][C:18]([CH3:21])([CH3:20])[CH3:19])[CH2:9]3)=[O:41])[CH:37]=[CH:36][C:35]=1[F:43])[O:30][CH2:29][CH2:28][C:27]2([OH:46])[CH3:45]. (2) The product is: [Br:1][C:2]1[C:3]([F:12])=[CH:4][C:5]([N+:9]([O-:11])=[O:10])=[C:6]([NH:14][NH2:15])[CH:7]=1. Given the reactants [Br:1][C:2]1[CH:7]=[C:6](F)[C:5]([N+:9]([O-:11])=[O:10])=[CH:4][C:3]=1[F:12].O.[NH2:14][NH2:15], predict the reaction product. (3) Given the reactants [F:1][C:2]1[CH:9]=[C:8]([F:10])[CH:7]=[C:6]([O:11][CH3:12])[C:3]=1[CH:4]=O.[NH2:13]OS(O)(=O)=O, predict the reaction product. The product is: [F:1][C:2]1[CH:9]=[C:8]([F:10])[CH:7]=[C:6]([O:11][CH3:12])[C:3]=1[C:4]#[N:13]. (4) The product is: [C:1]([O:5][C:6]([N:8]1[CH2:13][CH2:12][N:11]([C:14]2[CH:19]=[C:18]([C:20]3[CH:25]=[CH:24][C:23]([F:26])=[C:22]([Cl:27])[CH:21]=3)[N:17]=[C:16]([N:35]3[CH2:36][CH2:37][N:32]([CH2:29][CH2:30][CH3:31])[CH2:33][CH2:34]3)[N:15]=2)[CH2:10][CH2:9]1)=[O:7])([CH3:4])([CH3:3])[CH3:2]. Given the reactants [C:1]([O:5][C:6]([N:8]1[CH2:13][CH2:12][N:11]([C:14]2[CH:19]=[C:18]([C:20]3[CH:25]=[CH:24][C:23]([F:26])=[C:22]([Cl:27])[CH:21]=3)[N:17]=[C:16](Cl)[N:15]=2)[CH2:10][CH2:9]1)=[O:7])([CH3:4])([CH3:3])[CH3:2].[CH2:29]([N:32]1[CH2:37][CH2:36][NH:35][CH2:34][CH2:33]1)[CH2:30][CH3:31].CCN(C(C)C)C(C)C, predict the reaction product. (5) Given the reactants [Cu][C:2]#[N:3].Br[C:5]1[CH:6]=[CH:7][C:8]2[CH:12]=[CH:11][S:10][C:9]=2[CH:13]=1.C(N)CN, predict the reaction product. The product is: [S:10]1[CH:11]=[CH:12][C:8]2[CH:7]=[CH:6][C:5]([C:2]#[N:3])=[CH:13][C:9]1=2. (6) The product is: [NH2:1][C:2]1[CH:7]=[CH:6][C:5]([I:12])=[CH:4][C:3]=1[S:8]([NH2:11])(=[O:9])=[O:10]. Given the reactants [NH2:1][C:2]1[CH:7]=[CH:6][CH:5]=[CH:4][C:3]=1[S:8]([NH2:11])(=[O:10])=[O:9].[I:12]Cl, predict the reaction product. (7) Given the reactants Cl[C:2]1[CH:7]=[CH:6][N:5]=[C:4]([NH:8][CH2:9][C:10]2[O:14][N:13]=[C:12]([CH:15]3[CH2:17][CH2:16]3)[CH:11]=2)[N:3]=1.[CH:18]1([C:23]2[CH:24]=[C:25]([NH2:28])[NH:26][N:27]=2)[CH2:22][CH2:21][CH2:20][CH2:19]1, predict the reaction product. The product is: [CH:18]1([C:23]2[CH:24]=[C:25]([NH:28][C:2]3[CH:7]=[CH:6][N:5]=[C:4]([NH:8][CH2:9][C:10]4[O:14][N:13]=[C:12]([CH:15]5[CH2:17][CH2:16]5)[CH:11]=4)[N:3]=3)[NH:26][N:27]=2)[CH2:19][CH2:20][CH2:21][CH2:22]1. (8) Given the reactants [CH3:1][O:2][C:3]([CH2:5]P(OC)(OC)=O)=[O:4].[H-].[Na+].[C:14]([O:18][C:19](=[O:30])[NH:20][CH:21]([CH:24]1[CH2:29][CH2:28][CH2:27][CH2:26][CH2:25]1)[CH:22]=O)([CH3:17])([CH3:16])[CH3:15].O, predict the reaction product. The product is: [CH3:1][O:2][C:3](=[O:4])[CH:5]=[CH:22][CH:21]([NH:20][C:19]([O:18][C:14]([CH3:15])([CH3:17])[CH3:16])=[O:30])[CH:24]1[CH2:29][CH2:28][CH2:27][CH2:26][CH2:25]1. (9) Given the reactants [CH2:1]([O:8][C:9]1[CH:14]=[CH:13][C:12]([C:15]([F:18])([F:17])[F:16])=[CH:11][C:10]=1[SH:19])[C:2]1[CH:7]=[CH:6][CH:5]=[CH:4][CH:3]=1.[CH3:20][S:21]([C:24]1[CH:29]=[CH:28][C:27](F)=[C:26]([Cl:31])[CH:25]=1)(=[O:23])=[O:22], predict the reaction product. The product is: [CH3:20][S:21]([C:24]1[CH:29]=[CH:28][C:27]([S:19][C:10]2[CH:11]=[C:12]([C:15]([F:16])([F:17])[F:18])[CH:13]=[CH:14][C:9]=2[O:8][CH2:1][C:2]2[CH:3]=[CH:4][CH:5]=[CH:6][CH:7]=2)=[C:26]([Cl:31])[CH:25]=1)(=[O:23])=[O:22].